Dataset: Forward reaction prediction with 1.9M reactions from USPTO patents (1976-2016). Task: Predict the product of the given reaction. Given the reactants [CH3:1][C:2]1[C:6]([C:7]2[CH:8]=[C:9]3[CH:15]=[CH:14][NH:13][C:10]3=[N:11][CH:12]=2)=[C:5]([CH3:16])[O:4][N:3]=1.[N:17]1[CH:22]=[CH:21][CH:20]=[C:19]([CH:23]=[O:24])[CH:18]=1.[OH-].[K+].O, predict the reaction product. The product is: [CH3:1][C:2]1[C:6]([C:7]2[CH:8]=[C:9]3[C:15]([CH:23]([C:19]4[CH:18]=[N:17][CH:22]=[CH:21][CH:20]=4)[OH:24])=[CH:14][NH:13][C:10]3=[N:11][CH:12]=2)=[C:5]([CH3:16])[O:4][N:3]=1.